Task: Regression. Given a peptide amino acid sequence and an MHC pseudo amino acid sequence, predict their binding affinity value. This is MHC class I binding data.. Dataset: Peptide-MHC class I binding affinity with 185,985 pairs from IEDB/IMGT (1) The peptide sequence is WLSQTTLSV. The MHC is HLA-A02:06 with pseudo-sequence HLA-A02:06. The binding affinity (normalized) is 1.00. (2) The peptide sequence is FMDEIDHESY. The MHC is HLA-A03:01 with pseudo-sequence HLA-A03:01. The binding affinity (normalized) is 0.107. (3) The MHC is HLA-B08:01 with pseudo-sequence HLA-B08:01. The peptide sequence is IRYLGVLLY. The binding affinity (normalized) is 0.0847.